Dataset: Full USPTO retrosynthesis dataset with 1.9M reactions from patents (1976-2016). Task: Predict the reactants needed to synthesize the given product. (1) Given the product [ClH:32].[ClH:32].[O:25]1[C:26]2=[CH:27][CH:28]=[CH:29][C:30]2=[C:22]([CH:17]2[CH2:18][CH2:19][CH2:20][CH2:21][N:16]2[CH2:15][CH2:14][C@H:11]2[CH2:10][CH2:9][C@H:8]([NH2:7])[CH2:13][CH2:12]2)[CH:23]=[CH:24]1, predict the reactants needed to synthesize it. The reactants are: C(OC(=O)[NH:7][C@H:8]1[CH2:13][CH2:12][C@H:11]([CH2:14][CH2:15][N:16]2[CH2:21][CH2:20][CH2:19][CH2:18][CH:17]2[C:22]2[CH:23]=[CH:24][O:25][C:26]3[C:30]=2[CH:29]=[CH:28][CH:27]=3)[CH2:10][CH2:9]1)(C)(C)C.[ClH:32]. (2) The reactants are: [NH2:1][C:2]1[CH:3]=[CH:4][C:5]([CH3:21])=[C:6]([C:8]2[CH:13]=[CH:12][C:11]([C:14]([NH:16][CH2:17][CH:18]3[CH2:20][CH2:19]3)=[O:15])=[CH:10][CH:9]=2)[CH:7]=1.[CH:22]1([C:25](O)=[O:26])[CH2:24][CH2:23]1. Given the product [CH:18]1([CH2:17][NH:16][C:14]([C:11]2[CH:12]=[CH:13][C:8]([C:6]3[C:5]([CH3:21])=[CH:4][CH:3]=[C:2]([NH:1][C:25]([CH:22]4[CH2:24][CH2:23]4)=[O:26])[CH:7]=3)=[CH:9][CH:10]=2)=[O:15])[CH2:20][CH2:19]1, predict the reactants needed to synthesize it. (3) Given the product [C:1]([N:5]1[CH:9]=[C:8]([CH2:10][O:11][CH:31]([CH3:33])[CH3:32])/[C:7](=[N:12]/[C:13](=[O:23])[C:14]2[CH:19]=[C:18]([Cl:20])[CH:17]=[CH:16][C:15]=2[O:21][CH3:22])/[S:6]1)([CH3:4])([CH3:3])[CH3:2], predict the reactants needed to synthesize it. The reactants are: [C:1]([N:5]1[CH:9]=[C:8]([CH2:10][OH:11])/[C:7](=[N:12]/[C:13](=[O:23])[C:14]2[CH:19]=[C:18]([Cl:20])[CH:17]=[CH:16][C:15]=2[O:21][CH3:22])/[S:6]1)([CH3:4])([CH3:3])[CH3:2].[H-].[Na+].CS(O[CH:31]([CH3:33])[CH3:32])(=O)=O. (4) Given the product [CH2:1]([O:3][C:4]([C:6]1[CH:11]=[CH:10][CH:9]=[C:8]([S:12][C:13]2[C:21]3[C:16](=[C:17]([F:23])[C:18]([Cl:22])=[CH:19][CH:20]=3)[N:15]([C:26]3[CH:27]=[N:28][N:29]([CH2:31][CH3:32])[CH:30]=3)[C:14]=2[CH3:24])[N:7]=1)=[O:5])[CH3:2], predict the reactants needed to synthesize it. The reactants are: [CH2:1]([O:3][C:4]([C:6]1[CH:11]=[CH:10][CH:9]=[C:8]([S:12][C:13]2[C:21]3[C:16](=[C:17]([F:23])[C:18]([Cl:22])=[CH:19][CH:20]=3)[NH:15][C:14]=2[CH3:24])[N:7]=1)=[O:5])[CH3:2].Br[C:26]1[CH:27]=[N:28][N:29]([CH2:31][CH3:32])[CH:30]=1. (5) Given the product [CH3:36][N:33]1[CH:34]=[N:35][C:31]([C:17]2[CH:16]=[C:15]([CH:20]=[CH:19][CH:18]=2)[CH2:14][C:9]2[C:10](=[O:13])[CH:11]=[CH:12][N:7]([C:1]3[CH:2]=[CH:3][CH:4]=[CH:5][CH:6]=3)[N:8]=2)=[N:32]1, predict the reactants needed to synthesize it. The reactants are: [C:1]1([N:7]2[CH:12]=[CH:11][C:10](=[O:13])[C:9]([CH2:14][C:15]3[CH:20]=[CH:19][CH:18]=[C:17](B4OC(C)(C)C(C)(C)O4)[CH:16]=3)=[N:8]2)[CH:6]=[CH:5][CH:4]=[CH:3][CH:2]=1.Br[C:31]1[N:35]=[CH:34][N:33]([CH3:36])[N:32]=1.CC(C1C=C(C(C)C)C(C2C=CC=CC=2P(C2CCCCC2)C2CCCCC2)=C(C(C)C)C=1)C.C([O-])([O-])=O.[Cs+].[Cs+]. (6) Given the product [NH2:31][CH2:30][C@@H:15]1[C@@H:14]([C@@:7]2([CH3:13])[CH2:8][CH2:9][C@H:10]([OH:12])[CH2:11][C@@H:6]2[CH2:5][OH:4])[CH2:22][CH2:21][C@@:20]2([CH3:23])[C@H:16]1[CH2:17][CH2:18][C@:19]2([C:24]1[S:25][CH:26]=[CH:27][N:28]=1)[OH:29], predict the reactants needed to synthesize it. The reactants are: C([O:4][CH2:5][C@H:6]1[CH2:11][C@@H:10]([OH:12])[CH2:9][CH2:8][C@@:7]1([C@H:14]1[CH2:22][CH2:21][C@@:20]2([CH3:23])[C@@H:16]([CH2:17][CH2:18][C@@:19]2([OH:29])[C:24]2[S:25][CH:26]=[CH:27][N:28]=2)[C@@H:15]1[CH2:30][NH2:31])[CH3:13])(=O)C.C(=O)([O-])[O-].[K+].[K+]. (7) Given the product [F:13][C:14]1[CH:15]=[C:16]([NH:24][C:25]([NH:6][C:5]2[CH:7]=[CH:8][C:2]([Br:1])=[C:3]([C:9]([F:10])([F:11])[F:12])[CH:4]=2)=[O:26])[CH:17]=[C:18]([C:20]([F:22])([F:23])[F:21])[CH:19]=1, predict the reactants needed to synthesize it. The reactants are: [Br:1][C:2]1[CH:8]=[CH:7][C:5]([NH2:6])=[CH:4][C:3]=1[C:9]([F:12])([F:11])[F:10].[F:13][C:14]1[CH:15]=[C:16]([N:24]=[C:25]=[O:26])[CH:17]=[C:18]([C:20]([F:23])([F:22])[F:21])[CH:19]=1.